Dataset: Full USPTO retrosynthesis dataset with 1.9M reactions from patents (1976-2016). Task: Predict the reactants needed to synthesize the given product. (1) Given the product [C:8]([C:3]1[CH:4]=[CH:5][CH:6]=[CH:7][C:2]=1[NH:1][C:11](=[O:13])[CH3:12])(=[O:10])[CH3:9], predict the reactants needed to synthesize it. The reactants are: [NH2:1][C:2]1[CH:7]=[CH:6][CH:5]=[CH:4][C:3]=1[C:8](=[O:10])[CH3:9].[C:11](Cl)(=[O:13])[CH3:12]. (2) Given the product [C:18]1([C:23]2[CH:28]=[CH:27][CH:26]=[CH:25][CH:24]=2)[CH:19]=[CH:20][CH:21]=[CH:22][C:17]=1[CH2:16][N:14]1[C:9]2=[N:10][CH:11]=[CH:12][N:13]=[C:8]2[C:7](=[O:29])[C:6]([C:4]([OH:5])=[O:3])=[CH:15]1, predict the reactants needed to synthesize it. The reactants are: C([O:3][C:4]([C:6]1[C:7](=[O:29])[C:8]2[C:9]([N:14]([CH2:16][C:17]3[CH:22]=[CH:21][CH:20]=[CH:19][C:18]=3[C:23]3[CH:28]=[CH:27][CH:26]=[CH:25][CH:24]=3)[CH:15]=1)=[N:10][CH:11]=[CH:12][N:13]=2)=[O:5])C.C1(C2C=CC=CC=2)C=CC=CC=1CN1C2C(=NC=CC=2)C(=O)C(C(O)=O)=C1. (3) Given the product [NH2:31][CH2:30][C:29]1[CH:39]=[C:40]([C:2]2[CH:7]=[CH:6][CH:5]=[C:4]([S:8]([NH:11][C:12]3[CH:17]=[CH:16][CH:15]=[CH:14][C:13]=3[CH2:18][C:19]([OH:21])=[O:20])(=[O:10])=[O:9])[CH:3]=2)[CH:41]=[C:27]([F:26])[CH:28]=1, predict the reactants needed to synthesize it. The reactants are: Br[C:2]1[CH:3]=[C:4]([S:8]([NH:11][C:12]2[CH:17]=[CH:16][CH:15]=[CH:14][C:13]=2[CH2:18][C:19]([O:21]C(C)(C)C)=[O:20])(=[O:10])=[O:9])[CH:5]=[CH:6][CH:7]=1.[F:26][C:27]1[CH:28]=[C:29]([CH:39]=[C:40](B2OC(C)(C)C(C)(C)O2)[CH:41]=1)[CH2:30][NH:31]C(=O)OC(C)(C)C.C(O)(C(F)(F)F)=O.C(Cl)Cl. (4) Given the product [OH:12][C:4]1[CH2:5][CH:6]([C:7]([O:9][CH3:10])=[O:8])[N:2]([CH3:1])[N:3]=1, predict the reactants needed to synthesize it. The reactants are: [CH3:1][NH:2][NH2:3].[C:4]([O:12]C)(=O)/[CH:5]=[CH:6]/[C:7]([O:9][CH3:10])=[O:8]. (5) Given the product [CH2:13]([C:2]1[CH:7]=[CH:6][CH:5]=[C:4]([C:8]([F:11])([F:10])[F:9])[N:3]=1)[CH3:14], predict the reactants needed to synthesize it. The reactants are: Cl[C:2]1[CH:7]=[CH:6][CH:5]=[C:4]([C:8]([F:11])([F:10])[F:9])[N:3]=1.[K+].[CH2:13]([B-](F)(F)F)[CH3:14].C12(P(C34CC5CC(CC(C5)C3)C4)CCCC)CC3CC(CC(C3)C1)C2.C(=O)([O-])[O-].[Cs+].[Cs+]. (6) Given the product [F:50][C:16]([F:15])([F:49])[C:17]1[CH:22]=[C:21]([C:23]2[CH:24]=[CH:25][C:26]([C:29]([F:32])([F:31])[F:30])=[CH:27][CH:28]=2)[N:20]=[C:19]([C:33]2[CH:38]=[CH:37][N:36]=[C:35]([C:39]3[CH:40]=[C:41]([S:45]([N:1]4[CH2:5][CH2:4][CH:3]([OH:6])[CH2:2]4)(=[O:47])=[O:46])[CH:42]=[CH:43][CH:44]=3)[CH:34]=2)[N:18]=1, predict the reactants needed to synthesize it. The reactants are: [NH:1]1[CH2:5][CH2:4][CH:3]([OH:6])[CH2:2]1.C(N(CC)CC)C.Cl.[F:15][C:16]([F:50])([F:49])[C:17]1[CH:22]=[C:21]([C:23]2[CH:28]=[CH:27][C:26]([C:29]([F:32])([F:31])[F:30])=[CH:25][CH:24]=2)[N:20]=[C:19]([C:33]2[CH:38]=[CH:37][N:36]=[C:35]([C:39]3[CH:40]=[C:41]([S:45](Cl)(=[O:47])=[O:46])[CH:42]=[CH:43][CH:44]=3)[CH:34]=2)[N:18]=1. (7) The reactants are: C(OC([N:8]([CH:10]1[CH2:14][CH2:13][N:12]([S:15]([C:18]2[C:19]3[C:20]([Cl:29])=[CH:21][N:22]=[C:23]([Cl:28])[C:24]=3[CH:25]=[CH:26][CH:27]=2)(=[O:17])=[O:16])[CH2:11]1)[CH3:9])=O)(C)(C)C.ClC1C2C=CC=C(S(Cl)(=O)=[O:42])C=2C(Cl)=CN=1.C(OC(N(C1CCNC1)C)=O)(C)(C)C.ClC1C2C=CC=C(S(Cl)(=O)=O)C=2C(Br)=CN=1. Given the product [OH:42][C:23]1[C:24]2[CH:25]=[CH:26][CH:27]=[C:18]([S:15]([N:12]3[CH2:13][CH2:14][CH:10]([NH:8][CH3:9])[CH2:11]3)(=[O:16])=[O:17])[C:19]=2[C:20]([Cl:29])=[CH:21][N:22]=1.[ClH:28], predict the reactants needed to synthesize it.